From a dataset of Forward reaction prediction with 1.9M reactions from USPTO patents (1976-2016). Predict the product of the given reaction. Given the reactants Cl.Cl.[CH3:3][O:4][C:5](=[O:28])[CH2:6][CH2:7][C:8]1[CH:13]=[CH:12][C:11]([C:14]2[CH:19]=[CH:18][C:17]([CH2:20][CH:21]([NH2:27])[C:22](=[O:26])[N:23]([CH3:25])[CH3:24])=[CH:16][CH:15]=2)=[CH:10][CH:9]=1.C(N(CC)C(C)C)(C)C.[C:38]1([CH3:48])[CH:43]=[CH:42][C:41]([S:44](Cl)(=[O:46])=[O:45])=[CH:40][CH:39]=1, predict the reaction product. The product is: [CH3:3][O:4][C:5](=[O:28])[CH2:6][CH2:7][C:8]1[CH:9]=[CH:10][C:11]([C:14]2[CH:19]=[CH:18][C:17]([CH2:20][CH:21]([C:22](=[O:26])[N:23]([CH3:24])[CH3:25])[NH:27][S:44]([C:41]3[CH:42]=[CH:43][C:38]([CH3:48])=[CH:39][CH:40]=3)(=[O:46])=[O:45])=[CH:16][CH:15]=2)=[CH:12][CH:13]=1.